Dataset: Forward reaction prediction with 1.9M reactions from USPTO patents (1976-2016). Task: Predict the product of the given reaction. (1) Given the reactants [CH2:1]([O:3][P:4]([CH2:9][OH:10])(=[O:8])[O:5][CH2:6][CH3:7])[CH3:2].[Cl:11][CH2:12][C:13]([CH2:15]Cl)=[CH2:14].[I+].C([N+](CCCC)(CCCC)CCCC)CCC.[Cl-].[NH4+], predict the reaction product. The product is: [CH2:1]([O:3][P:4]([CH2:9][O:10][CH2:15][C:13]([CH2:12][Cl:11])=[CH2:14])(=[O:8])[O:5][CH2:6][CH3:7])[CH3:2]. (2) Given the reactants Br[C:2]1[CH:3]=[C:4]2[C:8](=[CH:9][CH:10]=1)[NH:7][N:6]=[CH:5]2.[B:11]1([B:11]2[O:15][C:14]([CH3:17])([CH3:16])[C:13]([CH3:19])([CH3:18])[O:12]2)[O:15][C:14]([CH3:17])([CH3:16])[C:13]([CH3:19])([CH3:18])[O:12]1.N, predict the reaction product. The product is: [CH3:18][C:13]1([CH3:19])[C:14]([CH3:17])([CH3:16])[O:15][B:11]([C:2]2[CH:3]=[C:4]3[C:8](=[CH:9][CH:10]=2)[NH:7][N:6]=[CH:5]3)[O:12]1.